Task: Predict the reactants needed to synthesize the given product.. Dataset: Full USPTO retrosynthesis dataset with 1.9M reactions from patents (1976-2016) (1) Given the product [C:16]([C:14]1[S:15][C:8]2[C:9](=[N:10][CH:11]=[CH:12][C:7]=2[O:6][C:5]2[CH:18]=[CH:19][C:2]([NH:1][C:35]([C:32]3[C:33](=[O:34])[N:28]([C:25]4[CH:26]=[CH:27][C:22]([F:21])=[CH:23][CH:24]=4)[N:29]=[CH:30][CH:31]=3)=[O:36])=[CH:3][C:4]=2[F:20])[CH:13]=1)#[N:17], predict the reactants needed to synthesize it. The reactants are: [NH2:1][C:2]1[CH:19]=[CH:18][C:5]([O:6][C:7]2[CH:12]=[CH:11][N:10]=[C:9]3[CH:13]=[C:14]([C:16]#[N:17])[S:15][C:8]=23)=[C:4]([F:20])[CH:3]=1.[F:21][C:22]1[CH:27]=[CH:26][C:25]([N:28]2[C:33](=[O:34])[C:32]([C:35](O)=[O:36])=[CH:31][CH:30]=[N:29]2)=[CH:24][CH:23]=1. (2) Given the product [Br:1][C:2]1[CH:11]=[CH:10][C:5]2[C:6](=[O:9])[O:7][CH2:8][C:4]=2[C:3]=1[CH:12]1[CH2:14][CH2:13]1, predict the reactants needed to synthesize it. The reactants are: [Br:1][C:2]1[CH:11]=[CH:10][C:5]2[C:6](=[O:9])[O:7][CH2:8][C:4]=2[C:3]=1[CH:12]=[CH2:13].[CH3:14]COC(C)=O. (3) Given the product [CH:8]1([C:7]2[C:2]([O:19][CH:16]3[CH2:17][CH2:18][O:13][CH2:14][CH2:15]3)=[CH:3][C:4]([C:11]#[N:12])=[N:5][CH:6]=2)[CH2:10][CH2:9]1, predict the reactants needed to synthesize it. The reactants are: Cl[C:2]1[C:7]([CH:8]2[CH2:10][CH2:9]2)=[CH:6][N:5]=[C:4]([C:11]#[N:12])[CH:3]=1.[O:13]1[CH2:18][CH2:17][CH:16]([OH:19])[CH2:15][CH2:14]1.[H-].[Na+].CCCCCCC.C(OCC)(=O)C. (4) Given the product [I:8][C:4]1[C:3](=[O:2])[N:19]=[C:11]2[NH:12][C:13]3[CH:18]=[CH:17][CH:16]=[CH:15][C:14]=3[N:10]2[CH:5]=1, predict the reactants needed to synthesize it. The reactants are: C[O:2][C:3](=O)[C:4]([I:8])=[CH:5]OC.[NH:10]1[C:14]2[CH:15]=[CH:16][CH:17]=[CH:18][C:13]=2[N:12]=[C:11]1[NH2:19].C[O-].[Na+]. (5) Given the product [CH2:24]([C:10]1[C:9](=[O:11])[C:8]2[CH:15]=[C:14]([CH3:13])[C:16]3[C:21]([C:7]=2[C:6](=[O:12])[C:5]=1[OH:4])=[CH:20][CH:19]=[CH:18][CH:17]=3)[CH:22]=[CH2:23], predict the reactants needed to synthesize it. The reactants are: C([O:4][C:5]1[C:6](=[O:12])[CH:7]=[CH:8][C:9](=[O:11])[CH:10]=1)C=C.[CH3:13][C:14]([C:16]1[CH:21]=[CH:20][CH:19]=[CH:18][CH:17]=1)=[CH2:15].[CH:22](O)([CH3:24])[CH3:23]. (6) The reactants are: FC(F)(F)S(OC1[CH2:15][C@@H:14]2[N:10]([CH2:11][C@H:12]([O:23][C@@H:24]([C:26]3[CH:31]=[C:30]([C:32]([F:35])([F:34])[F:33])[CH:29]=[C:28]([C:36]([F:39])([F:38])[F:37])[CH:27]=3)[CH3:25])[C@H:13]2[C:16]2[CH:21]=[CH:20][C:19]([F:22])=[CH:18][CH:17]=2)C(=O)C=1)(=O)=O.[C:43]1(B(O)O)[CH:48]=[CH:47][CH:46]=[CH:45][CH:44]=1.[C:52]([O-:55])([O-])=O.[Na+].[Na+].O.[C:59]1(C)C=CC=C[CH:60]=1. Given the product [F:33][C:32]([F:35])([F:34])[C:30]1[CH:31]=[C:26]([C@H:24]([O:23][C@H:12]2[CH2:11][N:10]3[C@@H:14]([CH2:15][C:59]([C:43]4[CH:48]=[CH:47][CH:46]=[CH:45][CH:44]=4)=[CH:60][C:52]3=[O:55])[C@@H:13]2[C:16]2[CH:17]=[CH:18][C:19]([F:22])=[CH:20][CH:21]=2)[CH3:25])[CH:27]=[C:28]([C:36]([F:37])([F:39])[F:38])[CH:29]=1, predict the reactants needed to synthesize it.